Dataset: Forward reaction prediction with 1.9M reactions from USPTO patents (1976-2016). Task: Predict the product of the given reaction. (1) Given the reactants [CH2:1]([C:3]1[CH:8]=[CH:7][C:6]([C:9]2[O:10]CC(C)(C)N=2)=[CH:5][CH:4]=1)[CH3:2].CCCCCC.C([Li])CCC.[CH2:27]([N:34]1[CH2:39][CH2:38][C:37](=[O:40])[CH2:36][CH2:35]1)[C:28]1[CH:33]=[CH:32][CH:31]=[CH:30][CH:29]=1.[ClH:41].[OH-].[Na+], predict the reaction product. The product is: [ClH:41].[CH2:27]([N:34]1[CH2:39][CH2:38][C:37]2([C:7]3[C:6](=[CH:5][CH:4]=[C:3]([CH2:1][CH3:2])[CH:8]=3)[C:9](=[O:10])[O:40]2)[CH2:36][CH2:35]1)[C:28]1[CH:29]=[CH:30][CH:31]=[CH:32][CH:33]=1. (2) Given the reactants [C:1](/[C:3](/[C:27]1[CH:32]=[CH:31][C:30]([O:33][CH3:34])=[C:29]([O:35][CH3:36])[CH:28]=1)=[CH:4]\[C:5]1[S:9][C:8]([N:10]2[CH2:15][CH2:14][CH:13]([O:16][C:17](=[O:26])[CH2:18][N:19]3[CH2:24][CH2:23][CH:22](O)[CH2:21][CH2:20]3)[CH2:12][CH2:11]2)=[CH:7][CH:6]=1)#[N:2].[CH2:37](N(CC)CC)C, predict the reaction product. The product is: [C:1](/[C:3](/[C:27]1[CH:32]=[CH:31][C:30]([O:33][CH3:34])=[C:29]([O:35][CH3:36])[CH:28]=1)=[CH:4]\[C:5]1[S:9][C:8]([N:10]2[CH2:11][CH2:12][CH:13]([O:16][C:17](=[O:26])[CH2:18][N:19]3[CH2:20][CH2:21][CH2:22][CH2:23][CH2:37][CH2:24]3)[CH2:14][CH2:15]2)=[CH:7][CH:6]=1)#[N:2]. (3) Given the reactants [CH:1]([C@H:3]1[N:8]([C:9]([O:11][CH2:12][C:13]2[CH:18]=[CH:17][CH:16]=[CH:15][CH:14]=2)=[O:10])[CH2:7][C@H:6]([C:19]([O:21][CH2:22][CH3:23])=[O:20])[CH2:5][CH2:4]1)=[O:2].[NH4+].[Cl-].[CH2:26]1COC[CH2:27]1, predict the reaction product. The product is: [OH:2][CH:1]([C@H:3]1[N:8]([C:9]([O:11][CH2:12][C:13]2[CH:18]=[CH:17][CH:16]=[CH:15][CH:14]=2)=[O:10])[CH2:7][C@H:6]([C:19]([O:21][CH2:22][CH3:23])=[O:20])[CH2:5][CH2:4]1)[CH:26]=[CH2:27]. (4) Given the reactants C(OC(=O)[NH:7][CH:8]1[CH2:13][CH2:12][CH:11]([NH:14][C:15]([C:17]2[C:18]([C:23]3[C:28]([Cl:29])=[CH:27][CH:26]=[CH:25][C:24]=3[Cl:30])=[N:19][O:20][C:21]=2[CH3:22])=[O:16])[CH2:10][CH2:9]1)(C)(C)C.C(=O)(OC(C)(C)C)N, predict the reaction product. The product is: [NH2:7][CH:8]1[CH2:13][CH2:12][CH:11]([NH:14][C:15]([C:17]2[C:18]([C:23]3[C:24]([Cl:30])=[CH:25][CH:26]=[CH:27][C:28]=3[Cl:29])=[N:19][O:20][C:21]=2[CH3:22])=[O:16])[CH2:10][CH2:9]1. (5) Given the reactants C[O:2][C:3](=O)[C@@H:4]([NH:23][C:24]([O:26][C:27]([CH3:30])([CH3:29])[CH3:28])=[O:25])[CH2:5][C:6]1[C:14]2[C:9](=[CH:10][CH:11]=[C:12]([O:15][Si:16]([C:19]([CH3:22])([CH3:21])[CH3:20])([CH3:18])[CH3:17])[CH:13]=2)[NH:8][CH:7]=1.[H-].[H-].[H-].[H-].[Li+].[Al+3].CCOCC.Cl, predict the reaction product. The product is: [C:27]([O:26][C:24](=[O:25])[NH:23][C@H:4]([CH2:3][OH:2])[CH2:5][C:6]1[C:14]2[C:9](=[CH:10][CH:11]=[C:12]([O:15][Si:16]([C:19]([CH3:22])([CH3:21])[CH3:20])([CH3:18])[CH3:17])[CH:13]=2)[NH:8][CH:7]=1)([CH3:28])([CH3:30])[CH3:29]. (6) The product is: [N+:1]([C:4]1[S:8][C:7]([C:9]([O:11][CH2:13][CH3:14])=[O:10])=[CH:6][CH:5]=1)([O-:3])=[O:2]. Given the reactants [N+:1]([C:4]1[S:8][C:7]([C:9]([OH:11])=[O:10])=[CH:6][CH:5]=1)([O-:3])=[O:2].O1CCO[CH2:14][CH2:13]1.Cl, predict the reaction product. (7) Given the reactants Br[C:2]([CH3:17])([CH3:16])[C:3]([NH:5][C:6]1[CH:11]=[C:10]([N+:12]([O-:14])=[O:13])[CH:9]=[CH:8][C:7]=1[OH:15])=[O:4].C([O-])([O-])=O.[K+].[K+], predict the reaction product. The product is: [CH3:16][C:2]1([CH3:17])[C:3](=[O:4])[NH:5][C:6]2[CH:11]=[C:10]([N+:12]([O-:14])=[O:13])[CH:9]=[CH:8][C:7]=2[O:15]1.